The task is: Predict the product of the given reaction.. This data is from Forward reaction prediction with 1.9M reactions from USPTO patents (1976-2016). (1) Given the reactants Cl.[Cl:2][C:3]1[CH:8]=[CH:7][C:6]([C:9]2[S:10][C:11]([CH:14]([CH2:21][C:22]3[N:23]=[C:24]([CH2:27][CH2:28][CH2:29][C:30]4[CH:39]=[CH:38][C:37]5[CH2:36][CH2:35][CH2:34][NH:33][C:32]=5[N:31]=4)[S:25][CH:26]=3)[CH2:15][C:16]([O:18]CC)=[O:17])=[CH:12][N:13]=2)=[CH:5][CH:4]=1.[Li+].[OH-].Cl, predict the reaction product. The product is: [ClH:2].[Cl:2][C:3]1[CH:8]=[CH:7][C:6]([C:9]2[S:10][C:11]([CH:14]([CH2:21][C:22]3[N:23]=[C:24]([CH2:27][CH2:28][CH2:29][C:30]4[CH:39]=[CH:38][C:37]5[CH2:36][CH2:35][CH2:34][NH:33][C:32]=5[N:31]=4)[S:25][CH:26]=3)[CH2:15][C:16]([OH:18])=[O:17])=[CH:12][N:13]=2)=[CH:5][CH:4]=1. (2) Given the reactants [F:1][C:2]1[CH:7]=[CH:6][C:5]([F:8])=[CH:4][C:3]=1[CH:9]=[CH:10][C:11]([OH:13])=O.[CH3:14][O:15][C:16]1[CH:17]=[C:18]([CH2:24][CH2:25][NH2:26])[CH:19]=[CH:20][C:21]=1[O:22][CH3:23], predict the reaction product. The product is: [F:1][C:2]1[CH:7]=[CH:6][C:5]([F:8])=[CH:4][C:3]=1[CH:9]=[CH:10][C:11]([NH:26][CH2:25][CH2:24][C:18]1[CH:19]=[CH:20][C:21]([O:22][CH3:23])=[C:16]([O:15][CH3:14])[CH:17]=1)=[O:13]. (3) Given the reactants [N:1]1([C:7]2[N:8]=[C:9]([CH2:14][C:15]([O-:17])=O)[NH:10][C:11](=[O:13])[CH:12]=2)[CH2:6][CH2:5][O:4][CH2:3][CH2:2]1.[Na+].[NH2:19][C:20]1[CH:25]=[CH:24][CH:23]=[C:22]([N+:26]([O-:28])=[O:27])[C:21]=1[OH:29].Cl.CN(C)CCCN=C=NCC, predict the reaction product. The product is: [OH:29][C:21]1[C:22]([N+:26]([O-:28])=[O:27])=[CH:23][CH:24]=[CH:25][C:20]=1[NH:19][C:15](=[O:17])[CH2:14][C:9]1[NH:10][C:11](=[O:13])[CH:12]=[C:7]([N:1]2[CH2:2][CH2:3][O:4][CH2:5][CH2:6]2)[N:8]=1.